This data is from Forward reaction prediction with 1.9M reactions from USPTO patents (1976-2016). The task is: Predict the product of the given reaction. (1) Given the reactants [CH3:1][C:2]1[CH:15]=[CH:14][C:5]([C:6]([C:8]2[CH:13]=[CH:12][CH:11]=[CH:10][CH:9]=2)=O)=[CH:4][CH:3]=1, predict the reaction product. The product is: [C:8]1([C:6]([C:5]2[CH:4]=[CH:3][C:2]([CH3:1])=[CH:15][CH:14]=2)=[C:6]([C:8]2[CH:13]=[CH:12][CH:11]=[CH:10][CH:9]=2)[C:5]2[CH:14]=[CH:15][C:2]([CH3:1])=[CH:3][CH:4]=2)[CH:9]=[CH:10][CH:11]=[CH:12][CH:13]=1. (2) Given the reactants S(C)C.[CH:4]1([N:9]2[C:18]3[N:17]=[C:16]([NH:19][C:20]4[CH:29]=[CH:28][C:23]([C:24]([O:26][CH3:27])=[O:25])=[CH:22][C:21]=4[O:30][CH3:31])[N:15]=[CH:14][C:13]=3[N:12]([CH2:32][CH3:33])[C:11](=O)[C@H:10]2[CH2:35][CH3:36])[CH2:8][CH2:7][CH2:6][CH2:5]1.Cl, predict the reaction product. The product is: [CH:4]1([N:9]2[C:18]3[N:17]=[C:16]([NH:19][C:20]4[CH:29]=[CH:28][C:23]([C:24]([O:26][CH3:27])=[O:25])=[CH:22][C:21]=4[O:30][CH3:31])[N:15]=[CH:14][C:13]=3[N:12]([CH2:32][CH3:33])[CH2:11][C@H:10]2[CH2:35][CH3:36])[CH2:5][CH2:6][CH2:7][CH2:8]1. (3) Given the reactants [C:1]([CH2:4][C:5]1[C:9]2[C:10]([C:16](=[O:26])[CH2:17][C:18]3[C:23]([Cl:24])=[CH:22][N:21]=[CH:20][C:19]=3[Cl:25])=[CH:11][CH:12]=[C:13]([O:14][CH3:15])[C:8]=2[O:7][CH:6]=1)(O)=[O:2].C(N1C=CN=C1)(N1C=CN=C1)=O.[NH2:39][CH2:40][C:41]1[CH:46]=[CH:45][CH:44]=[CH:43][N:42]=1.O, predict the reaction product. The product is: [Cl:25][C:19]1[CH:20]=[N:21][CH:22]=[C:23]([Cl:24])[C:18]=1[CH2:17][C:16]([C:10]1[C:9]2[C:5]([CH2:4][C:1]([NH:39][CH2:40][C:41]3[CH:46]=[CH:45][CH:44]=[CH:43][N:42]=3)=[O:2])=[CH:6][O:7][C:8]=2[C:13]([O:14][CH3:15])=[CH:12][CH:11]=1)=[O:26]. (4) Given the reactants [Li].[N:2]1[C:11]2[C:6](=[CH:7][C:8]([NH:12][C:13]3[CH:21]=[CH:20][CH:19]=[CH:18][C:14]=3[C:15]([OH:17])=O)=[CH:9][CH:10]=2)[CH:5]=[N:4][CH:3]=1.[CH3:22][C:23]1([CH3:34])[C:32]2[C:27](=[CH:28][C:29]([NH2:33])=[CH:30][CH:31]=2)[NH:26][CH2:25][CH2:24]1.CN(C(ON1N=NC2C=CC=CC1=2)=[N+](C)C)C.[B-](F)(F)(F)F.CCN(C(C)C)C(C)C, predict the reaction product. The product is: [CH3:22][C:23]1([CH3:34])[C:32]2[C:27](=[CH:28][C:29]([NH:33][C:15](=[O:17])[C:14]3[CH:18]=[CH:19][CH:20]=[CH:21][C:13]=3[NH:12][C:8]3[CH:7]=[C:6]4[C:11](=[CH:10][CH:9]=3)[N:2]=[CH:3][N:4]=[CH:5]4)=[CH:30][CH:31]=2)[NH:26][CH2:25][CH2:24]1. (5) Given the reactants [C:1]([NH:8][CH2:9][CH2:10][CH2:11][CH2:12][NH2:13])([O:3][C:4]([CH3:7])([CH3:6])[CH3:5])=[O:2].[C:14]1(=O)[O:19][C:17](=[O:18])[CH:16]=[CH:15]1, predict the reaction product. The product is: [C:4]([O:3][C:1](=[O:2])[NH:8][CH2:9][CH2:10][CH2:11][CH2:12][N:13]1[C:17](=[O:18])[CH:16]=[CH:15][C:14]1=[O:19])([CH3:5])([CH3:6])[CH3:7]. (6) Given the reactants [CH3:1][C:2]1[CH:7]=[CH:6][C:5]([S:8]([NH:11][CH2:12][CH2:13][C:14]2[CH:19]=[CH:18][C:17]([N+:20]([O-:22])=[O:21])=[CH:16][CH:15]=2)(=[O:10])=[O:9])=[CH:4][CH:3]=1.[H-].[Na+].[N+:25]([C:28]1[CH:36]=[CH:35][C:31]([C:32](Cl)=[O:33])=[CH:30][CH:29]=1)([O-:27])=[O:26], predict the reaction product. The product is: [CH3:1][C:2]1[CH:3]=[CH:4][C:5]([S:8]([N:11]([C:32](=[O:33])[C:31]2[CH:30]=[CH:29][C:28]([N+:25]([O-:27])=[O:26])=[CH:36][CH:35]=2)[CH2:12][CH2:13][C:14]2[CH:19]=[CH:18][C:17]([N+:20]([O-:22])=[O:21])=[CH:16][CH:15]=2)(=[O:9])=[O:10])=[CH:6][CH:7]=1. (7) Given the reactants [CH3:1][O:2][C:3](=[O:25])[CH2:4][C:5]1[CH:10]=[CH:9][CH:8]=[C:7]([O:11][C:12]2[CH:17]=[CH:16][C:15]([C:18]([F:21])([F:20])[F:19])=[CH:14][C:13]=2[CH2:22][NH:23][CH3:24])[CH:6]=1.Cl[C:27]([O:29][CH2:30][C:31]1[CH:36]=[CH:35][CH:34]=[CH:33][CH:32]=1)=[O:28], predict the reaction product. The product is: [CH3:1][O:2][C:3](=[O:25])[CH2:4][C:5]1[CH:10]=[CH:9][CH:8]=[C:7]([O:11][C:12]2[CH:17]=[CH:16][C:15]([C:18]([F:20])([F:19])[F:21])=[CH:14][C:13]=2[CH2:22][N:23]([C:27]([O:29][CH2:30][C:31]2[CH:36]=[CH:35][CH:34]=[CH:33][CH:32]=2)=[O:28])[CH3:24])[CH:6]=1.